Dataset: Full USPTO retrosynthesis dataset with 1.9M reactions from patents (1976-2016). Task: Predict the reactants needed to synthesize the given product. (1) Given the product [NH:1]([CH2:2][CH2:3][CH2:4][O:5][C:6]1[CH:7]=[C:8]([CH:29]=[CH:30][CH:31]=1)[CH2:9][NH:10][C:11]1[N:15]([C@@H:16]2[O:22][C@H:21]([CH2:23][OH:24])[C@@H:19]([OH:20])[C@H:17]2[OH:18])[C:14]2[CH:25]=[CH:26][CH:27]=[CH:28][C:13]=2[N:12]=1)[C:43]([NH2:44])=[NH:42], predict the reactants needed to synthesize it. The reactants are: [NH2:1][CH2:2][CH2:3][CH2:4][O:5][C:6]1[CH:7]=[C:8]([CH:29]=[CH:30][CH:31]=1)[CH2:9][NH:10][C:11]1[N:15]([C@@H:16]2[O:22][C@H:21]([CH2:23][OH:24])[C@@H:19]([OH:20])[C@H:17]2[OH:18])[C:14]2[CH:25]=[CH:26][CH:27]=[CH:28][C:13]=2[N:12]=1.C(OC([NH:42][C:43](N1C=CC=N1)=[NH:44])=O)C1C=CC=CC=1. (2) Given the product [CH3:1][O:2][C:3]1[CH:4]=[CH:5][C:6]2[NH:12][C:11](=[O:13])[N:10]([CH:14]3[CH2:19][CH2:18][N:17]([C:22]4[CH:23]=[C:24]([C:28]([C:30]5[CH:31]=[C:32]6[C:36](=[C:37]([CH3:39])[CH:38]=5)[N:35]([CH3:40])[CH2:34][C:33]6([CH3:42])[CH3:41])=[O:29])[N:25]=[CH:26][N:27]=4)[CH2:16][CH2:15]3)[CH2:9][CH2:8][C:7]=2[CH:20]=1, predict the reactants needed to synthesize it. The reactants are: [CH3:1][O:2][C:3]1[CH:4]=[CH:5][C:6]2[NH:12][C:11](=[O:13])[N:10]([CH:14]3[CH2:19][CH2:18][NH:17][CH2:16][CH2:15]3)[CH2:9][CH2:8][C:7]=2[CH:20]=1.Cl[C:22]1[N:27]=[CH:26][N:25]=[C:24]([C:28]([C:30]2[CH:31]=[C:32]3[C:36](=[C:37]([CH3:39])[CH:38]=2)[N:35]([CH3:40])[CH2:34][C:33]3([CH3:42])[CH3:41])=[O:29])[CH:23]=1.CCN(C(C)C)C(C)C. (3) Given the product [Cl:40][C:27]1[CH:26]=[C:25]([NH:24][C:22]2[C:23]3[N:15]([CH2:14][CH2:13][O:12][CH2:11][CH2:10][OH:9])[C:16]([CH3:41])=[CH:17][C:18]=3[N:19]=[CH:20][N:21]=2)[CH:30]=[CH:29][C:28]=1[O:31][CH2:32][C:33]1[CH:38]=[CH:37][CH:36]=[C:35]([F:39])[CH:34]=1, predict the reactants needed to synthesize it. The reactants are: C([O:9][CH2:10][CH2:11][O:12][CH2:13][CH2:14][N:15]1[C:23]2[C:22]([NH:24][C:25]3[CH:30]=[CH:29][C:28]([O:31][CH2:32][C:33]4[CH:38]=[CH:37][CH:36]=[C:35]([F:39])[CH:34]=4)=[C:27]([Cl:40])[CH:26]=3)=[N:21][CH:20]=[N:19][C:18]=2[CH:17]=[C:16]1[CH3:41])(=O)C1C=CC=CC=1.[OH-].[Na+].Cl. (4) The reactants are: Cl[CH2:2][C:3]1[S:7][C:6]([C:8]([O:10][CH2:11][CH3:12])=[O:9])=[N:5][C:4]=1[CH3:13].[N-:14]=[N+:15]=[N-:16].[Na+].O. Given the product [N:14]([CH2:2][C:3]1[S:7][C:6]([C:8]([O:10][CH2:11][CH3:12])=[O:9])=[N:5][C:4]=1[CH3:13])=[N+:15]=[N-:16], predict the reactants needed to synthesize it. (5) Given the product [CH3:22][N:23]1[C:31]2[C:26](=[CH:27][CH:28]=[CH:29][CH:30]=2)[C:25]([CH2:32][NH:8][CH2:9][CH2:10][N:11]2[C:19]3[N:18]=[CH:17][NH:16][C:15]=3[C:14](=[O:20])[NH:13][C:12]2=[S:21])=[CH:24]1, predict the reactants needed to synthesize it. The reactants are: FC(F)(F)C(O)=O.[NH2:8][CH2:9][CH2:10][N:11]1[C:19]2[N:18]=[CH:17][NH:16][C:15]=2[C:14](=[O:20])[NH:13][C:12]1=[S:21].[CH3:22][N:23]1[C:31]2[C:26](=[CH:27][CH:28]=[CH:29][CH:30]=2)[C:25]([CH:32]=O)=[CH:24]1.